Dataset: Reaction yield outcomes from USPTO patents with 853,638 reactions. Task: Predict the reaction yield, written as a fraction of the theoretical maximum amount of product (1.0 means a 100% yield; for example, 0.34 means a 34% yield). (1) The reactants are [NH2:1][C:2]1[CH2:6][CH2:5][CH2:4][C:3]=1[C:7]#[N:8].[C:9]([N:17]=[C:18]=[O:19])(=[O:16])[C:10]1[CH:15]=[CH:14][CH:13]=[CH:12][CH:11]=1. The catalyst is O1CCOCC1. The product is [C:7]([C:3]1[CH2:4][CH2:5][CH2:6][C:2]=1[NH:1][C:18]([NH:17][C:9](=[O:16])[C:10]1[CH:11]=[CH:12][CH:13]=[CH:14][CH:15]=1)=[O:19])#[N:8]. The yield is 0.760. (2) The reactants are [F:1][C:2]1[C:7]([F:8])=[CH:6][C:5]([N+:9]([O-])=O)=[CH:4][C:3]=1[C@:12]1([CH3:24])[C@H:18]2[C@:16]([S:19]([CH3:22])(=[O:21])=[O:20])([CH2:17]2)[S:15][C:14]([NH2:23])=[N:13]1.NC1C=C(F)C(F)=C([C@]2(C)[C@H]3[C@H](C3)SC(N)=N2)C=1. No catalyst specified. The product is [NH2:9][C:5]1[CH:6]=[C:7]([F:8])[C:2]([F:1])=[C:3]([C@:12]2([CH3:24])[C@H:18]3[C@:16]([S:19]([CH3:22])(=[O:20])=[O:21])([CH2:17]3)[S:15][C:14]([NH2:23])=[N:13]2)[CH:4]=1. The yield is 0.510. (3) The reactants are [NH2:1][C:2]1[NH:3][C:4]2[C:9]([C:10]=1[C:11]([NH2:13])=[O:12])=[CH:8][CH:7]=[CH:6][CH:5]=2.I[CH2:15][CH3:16].[H-].[Na+]. The catalyst is CN(C)C=O. The product is [NH2:1][C:2]1[N:3]([CH2:15][CH3:16])[C:4]2[C:9]([C:10]=1[C:11]([NH2:13])=[O:12])=[CH:8][CH:7]=[CH:6][CH:5]=2. The yield is 0.490. (4) The reactants are [Br:1][C:2]1[C:14](=[O:15])[N:13]([CH:16]2[CH2:20][CH2:19][CH2:18][CH2:17]2)[C:5]2[N:6]=[C:7](S(C)=O)[N:8]=[CH:9][C:4]=2[CH:3]=1.[NH2:21][C:22]1[CH:27]=[CH:26][CH:25]=[CH:24][N:23]=1. No catalyst specified. The product is [Br:1][C:2]1[C:14](=[O:15])[N:13]([CH:16]2[CH2:20][CH2:19][CH2:18][CH2:17]2)[C:5]2[N:6]=[C:7]([NH:21][C:22]3[CH:27]=[CH:26][CH:25]=[CH:24][N:23]=3)[N:8]=[CH:9][C:4]=2[CH:3]=1. The yield is 0.370. (5) The reactants are FC(F)(F)S(O[C:7]1[CH:28]=[CH:27][C:26]2[C:9](=[CH:10][C:11]3[C:24]([CH:25]=2)=[C:23]([C:29]#[C:30][Si:31]([CH:38]([CH3:40])[CH3:39])([CH:35]([CH3:37])[CH3:36])[CH:32]([CH3:34])[CH3:33])[C:22]2[C:13](=[CH:14][C:15]4[C:20]([CH:21]=2)=[CH:19][C:18](OS(C(F)(F)F)(=O)=O)=[CH:17][CH:16]=4)[C:12]=3[C:49]#[C:50][Si:51]([CH:58]([CH3:60])[CH3:59])([CH:55]([CH3:57])[CH3:56])[CH:52]([CH3:54])[CH3:53])[CH:8]=1)(=O)=O.[CH:63]([Si:66]([C:73]#[CH:74])([CH:70]([CH3:72])[CH3:71])[CH:67]([CH3:69])[CH3:68])([CH3:65])[CH3:64]. The catalyst is C(N(CC)CC)C.C1COCC1.Cl[Pd](Cl)([P](C1C=CC=CC=1)(C1C=CC=CC=1)C1C=CC=CC=1)[P](C1C=CC=CC=1)(C1C=CC=CC=1)C1C=CC=CC=1.[Cu]I. The product is [CH:70]([Si:66]([CH:67]([CH3:68])[CH3:69])([CH:63]([CH3:65])[CH3:64])[C:73]#[C:74][C:18]1[CH:17]=[CH:16][C:15]2[C:20](=[CH:21][C:22]3[C:13]([CH:14]=2)=[C:12]([C:49]#[C:50][Si:51]([CH:52]([CH3:54])[CH3:53])([CH:58]([CH3:60])[CH3:59])[CH:55]([CH3:56])[CH3:57])[C:11]2[C:24](=[CH:25][C:26]4[C:9]([CH:10]=2)=[CH:8][C:7]([C:29]#[C:30][Si:31]([CH:32]([CH3:34])[CH3:33])([CH:38]([CH3:40])[CH3:39])[CH:35]([CH3:37])[CH3:36])=[CH:28][CH:27]=4)[C:23]=3[C:29]#[C:30][Si:31]([CH:32]([CH3:33])[CH3:34])([CH:35]([CH3:36])[CH3:37])[CH:38]([CH3:39])[CH3:40])[CH:19]=1)([CH3:72])[CH3:71]. The yield is 0.930. (6) The reactants are Cl[C:2]1[C:7]([CH:8]([CH2:13][CH2:14][CH3:15])[C:9]([O:11][CH3:12])=[O:10])=[C:6]([CH3:16])[N:5]=[C:4]([C:17]2[CH:22]=[CH:21][CH:20]=[CH:19][CH:18]=2)[N:3]=1.C(N(CC)C(C)C)(C)C.CC1(C)C(C)(C)OB([C:40]2[CH:48]=[CH:47][C:43]3[N:44]=[CH:45][S:46][C:42]=3[CH:41]=2)O1. The catalyst is COCCOC.O.[Pd].C1(P(C2C=CC=CC=2)C2C=CC=CC=2)C=CC=CC=1.C1(P(C2C=CC=CC=2)C2C=CC=CC=2)C=CC=CC=1.C1(P(C2C=CC=CC=2)C2C=CC=CC=2)C=CC=CC=1.C1(P(C2C=CC=CC=2)C2C=CC=CC=2)C=CC=CC=1. The product is [S:46]1[C:42]2[CH:41]=[C:40]([C:2]3[C:7]([CH:8]([CH2:13][CH2:14][CH3:15])[C:9]([O:11][CH3:12])=[O:10])=[C:6]([CH3:16])[N:5]=[C:4]([C:17]4[CH:22]=[CH:21][CH:20]=[CH:19][CH:18]=4)[N:3]=3)[CH:48]=[CH:47][C:43]=2[N:44]=[CH:45]1. The yield is 0.390. (7) The reactants are [Cl:1][C:2]1[CH:3]=[CH:4][C:5]2[O:14][CH2:13][CH2:12][C:11]3[CH:10]=[C:9]([C:15]([NH2:17])=O)[S:8][C:7]=3[C:6]=2[N:18]=1.[CH3:19]C(N(C)C)=O.CN(C=O)C.[F:30][C:31]1[CH:36]=[C:35]([F:37])[CH:34]=[CH:33][C:32]=1[NH:38][NH2:39]. The catalyst is C1(C)C=CC=CC=1.C(O)(=O)C. The product is [Cl:1][C:2]1[CH:3]=[CH:4][C:5]2[O:14][CH2:13][CH2:12][C:11]3[CH:10]=[C:9]([C:15]4[N:38]([C:32]5[CH:33]=[CH:34][C:35]([F:37])=[CH:36][C:31]=5[F:30])[N:39]=[CH:19][N:17]=4)[S:8][C:7]=3[C:6]=2[N:18]=1. The yield is 0.670.